Dataset: Forward reaction prediction with 1.9M reactions from USPTO patents (1976-2016). Task: Predict the product of the given reaction. Given the reactants [F:1][C:2]([F:21])([F:20])[CH2:3][O:4][C:5]1[CH:13]=[CH:12][C:11]([O:14][CH2:15][C:16]([F:19])([F:18])[F:17])=[CH:10][C:6]=1[C:7]([OH:9])=O.ClC(OCC)=O.[NH2:28][CH2:29][C:30]1[CH:35]=[CH:34][CH:33]=[CH:32][N:31]=1, predict the reaction product. The product is: [F:20][C:2]([F:1])([F:21])[CH2:3][O:4][C:5]1[CH:13]=[CH:12][C:11]([O:14][CH2:15][C:16]([F:19])([F:18])[F:17])=[CH:10][C:6]=1[C:7]([NH:28][CH2:29][C:30]1[CH:35]=[CH:34][CH:33]=[CH:32][N:31]=1)=[O:9].